This data is from Full USPTO retrosynthesis dataset with 1.9M reactions from patents (1976-2016). The task is: Predict the reactants needed to synthesize the given product. (1) The reactants are: [NH2:1][C@H:2]([CH2:13][O:14][CH:15]([F:17])[F:16])[C:3]([NH:5][CH2:6][C:7]1[CH:12]=[CH:11][CH:10]=[CH:9][CH:8]=1)=[O:4].C(N(CC)CC)C.[CH3:25][S:26](Cl)(=[O:28])=[O:27]. Given the product [CH2:6]([NH:5][C:3](=[O:4])[C@H:2]([NH:1][S:26]([CH3:25])(=[O:28])=[O:27])[CH2:13][O:14][CH:15]([F:16])[F:17])[C:7]1[CH:12]=[CH:11][CH:10]=[CH:9][CH:8]=1, predict the reactants needed to synthesize it. (2) Given the product [C:33]([O:37][C:38]([N:40]1[C:44]2=[N:45][CH:46]=[C:47]([Cl:49])[CH:48]=[C:43]2[C:42]([CH2:50][C:19]2[C:18]([F:23])=[N:17][C:16]([N:7]([C:6]([O:5][C:1]([CH3:4])([CH3:3])[CH3:2])=[O:24])[CH2:8][C:9]3[CH:10]=[N:11][CH:12]=[C:13]([F:15])[CH:14]=3)=[CH:21][CH:20]=2)=[CH:41]1)=[O:39])([CH3:36])([CH3:35])[CH3:34], predict the reactants needed to synthesize it. The reactants are: [C:1]([O:5][C:6](=[O:24])[N:7]([C:16]1[CH:21]=[CH:20][C:19](Br)=[C:18]([F:23])[N:17]=1)[CH2:8][C:9]1[CH:10]=[N:11][CH:12]=[C:13]([F:15])[CH:14]=1)([CH3:4])([CH3:3])[CH3:2].C([Mg]Cl)(C)C.C([Cu])#N.[C:33]([O:37][C:38]([N:40]1[C:44]2=[N:45][CH:46]=[C:47]([Cl:49])[CH:48]=[C:43]2[C:42]([CH2:50]Cl)=[CH:41]1)=[O:39])([CH3:36])([CH3:35])[CH3:34].N. (3) The reactants are: [CH3:1][O:2][C:3]1[CH:4]=[C:5]2[C:9](=[CH:10][C:11]=1[OH:12])[NH:8][CH:7]=[C:6]2[C:13]1[N:21]([S:22]([C:25]2[CH:30]=[CH:29][C:28]([CH3:31])=[CH:27][CH:26]=2)(=[O:24])=[O:23])[C:16]2=[N:17][CH:18]=[CH:19][CH:20]=[C:15]2[CH:14]=1.C(=O)([O-])[O-].[K+].[K+].Br[CH2:39][C:40]([O:42][CH3:43])=[O:41].C1CCCCC1.[C:50]([O:53]CC)(=[O:52])[CH3:51]. Given the product [CH3:1][O:2][C:3]1[CH:4]=[C:5]2[C:9](=[CH:10][C:11]=1[O:12][CH2:51][C:50]([OH:53])=[O:52])[N:8]([CH2:39][C:40]([O:42][CH3:43])=[O:41])[CH:7]=[C:6]2[C:13]1[N:21]([S:22]([C:25]2[CH:30]=[CH:29][C:28]([CH3:31])=[CH:27][CH:26]=2)(=[O:24])=[O:23])[C:16]2=[N:17][CH:18]=[CH:19][CH:20]=[C:15]2[CH:14]=1, predict the reactants needed to synthesize it. (4) Given the product [CH3:44][C:38]1[CH:37]=[CH:36][C:35]([CH2:34][NH:33][C:30]([C:24]2([CH3:23])[CH2:29][CH2:28][CH2:27][CH2:26][CH2:25]2)=[O:31])=[CH:43][C:39]=1[C:40]([OH:42])=[O:41], predict the reactants needed to synthesize it. The reactants are: CN(C(ON1N=NC2C=CC=CC1=2)=[N+](C)C)C.[B-](F)(F)(F)F.[CH3:23][C:24]1([C:30](O)=[O:31])[CH2:29][CH2:28][CH2:27][CH2:26][CH2:25]1.[NH2:33][CH2:34][C:35]1[CH:36]=[CH:37][C:38]([CH3:44])=[C:39]([CH:43]=1)[C:40]([OH:42])=[O:41]. (5) Given the product [Br:1][C:2]1[C:3]([CH3:12])=[CH:4][C:5]([F:11])=[C:6]([CH:7]=1)[NH2:8], predict the reactants needed to synthesize it. The reactants are: [Br:1][C:2]1[CH:7]=[C:6]([N+:8]([O-])=O)[C:5]([F:11])=[CH:4][C:3]=1[CH3:12].[H][H]. (6) Given the product [C:23]1([C:22]2[N:21]=[CH:20][O:19][C:18]=2[C:3]2[C:2](=[O:1])[CH:7]=[CH:6][N:5]([C:8]3[CH:13]=[CH:12][CH:11]=[C:10]([C:14]([F:17])([F:16])[F:15])[CH:9]=3)[N:4]=2)[CH:28]=[CH:27][CH:26]=[CH:25][CH:24]=1, predict the reactants needed to synthesize it. The reactants are: [O:1]=[C:2]1[CH:7]=[CH:6][N:5]([C:8]2[CH:13]=[CH:12][CH:11]=[C:10]([C:14]([F:17])([F:16])[F:15])[CH:9]=2)[N:4]=[C:3]1[CH:18]=[O:19].[CH2:20]=[N:21][CH:22](S(C1C=CC(C)=CC=1)(=O)=O)[C:23]1[CH:28]=[CH:27][CH:26]=[CH:25][CH:24]=1.C([O-])([O-])=O.[K+].[K+]. (7) Given the product [CH3:25][O:21][CH:18]1[CH2:19][CH2:20][N:15]([C:12]2[CH:11]=[CH:10][C:9]([B:4]3[O:3][C:2]([CH3:22])([CH3:1])[C:6]([CH3:7])([CH3:8])[O:5]3)=[CH:14][CH:13]=2)[CH2:16][CH2:17]1, predict the reactants needed to synthesize it. The reactants are: [CH3:1][C:2]1([CH3:22])[C:6]([CH3:8])([CH3:7])[O:5][B:4]([C:9]2[CH:14]=[CH:13][C:12]([N:15]3[CH2:20][CH2:19][CH:18]([OH:21])[CH2:17][CH2:16]3)=[CH:11][CH:10]=2)[O:3]1.[H-].[Na+].[CH3:25]I.